Task: Regression. Given two drug SMILES strings and cell line genomic features, predict the synergy score measuring deviation from expected non-interaction effect.. Dataset: NCI-60 drug combinations with 297,098 pairs across 59 cell lines (1) Drug 1: C1=CC(=C2C(=C1NCCNCCO)C(=O)C3=C(C=CC(=C3C2=O)O)O)NCCNCCO. Drug 2: CC1=C(C(=CC=C1)Cl)NC(=O)C2=CN=C(S2)NC3=CC(=NC(=N3)C)N4CCN(CC4)CCO. Cell line: SN12C. Synergy scores: CSS=57.3, Synergy_ZIP=1.62, Synergy_Bliss=0.782, Synergy_Loewe=1.20, Synergy_HSA=5.44. (2) Cell line: TK-10. Synergy scores: CSS=32.9, Synergy_ZIP=-6.95, Synergy_Bliss=-4.79, Synergy_Loewe=-19.9, Synergy_HSA=-4.63. Drug 2: CC=C1C(=O)NC(C(=O)OC2CC(=O)NC(C(=O)NC(CSSCCC=C2)C(=O)N1)C(C)C)C(C)C. Drug 1: CS(=O)(=O)C1=CC(=C(C=C1)C(=O)NC2=CC(=C(C=C2)Cl)C3=CC=CC=N3)Cl. (3) Drug 1: CC1C(C(CC(O1)OC2CC(CC3=C2C(=C4C(=C3O)C(=O)C5=C(C4=O)C(=CC=C5)OC)O)(C(=O)C)O)N)O.Cl. Drug 2: C1=C(C(=O)NC(=O)N1)N(CCCl)CCCl. Cell line: CCRF-CEM. Synergy scores: CSS=71.8, Synergy_ZIP=1.48, Synergy_Bliss=0.593, Synergy_Loewe=-2.02, Synergy_HSA=3.11. (4) Drug 1: CCC1=CC2CC(C3=C(CN(C2)C1)C4=CC=CC=C4N3)(C5=C(C=C6C(=C5)C78CCN9C7C(C=CC9)(C(C(C8N6C)(C(=O)OC)O)OC(=O)C)CC)OC)C(=O)OC. Drug 2: C1=CC=C(C=C1)NC(=O)CCCCCCC(=O)NO. Cell line: SW-620. Synergy scores: CSS=70.1, Synergy_ZIP=5.35, Synergy_Bliss=3.40, Synergy_Loewe=-2.05, Synergy_HSA=3.72. (5) Drug 1: CC1=C(C=C(C=C1)NC(=O)C2=CC=C(C=C2)CN3CCN(CC3)C)NC4=NC=CC(=N4)C5=CN=CC=C5. Cell line: RXF 393. Synergy scores: CSS=1.27, Synergy_ZIP=4.74, Synergy_Bliss=13.8, Synergy_Loewe=0.649, Synergy_HSA=5.60. Drug 2: CC1=C(C(=CC=C1)Cl)NC(=O)C2=CN=C(S2)NC3=CC(=NC(=N3)C)N4CCN(CC4)CCO. (6) Drug 1: C1=CC(=CC=C1CCC2=CNC3=C2C(=O)NC(=N3)N)C(=O)NC(CCC(=O)O)C(=O)O. Drug 2: CC1CCC2CC(C(=CC=CC=CC(CC(C(=O)C(C(C(=CC(C(=O)CC(OC(=O)C3CCCCN3C(=O)C(=O)C1(O2)O)C(C)CC4CCC(C(C4)OC)OCCO)C)C)O)OC)C)C)C)OC. Cell line: KM12. Synergy scores: CSS=9.12, Synergy_ZIP=-9.80, Synergy_Bliss=-13.9, Synergy_Loewe=-14.6, Synergy_HSA=-10.9.